From a dataset of Catalyst prediction with 721,799 reactions and 888 catalyst types from USPTO. Predict which catalyst facilitates the given reaction. (1) Reactant: [C:1]1([C:7]2([CH2:12][C:13](OCC)=[O:14])[O:11][CH2:10][CH2:9][O:8]2)[CH:6]=[CH:5][CH:4]=[CH:3][CH:2]=1.[H-].C([Al+]CC(C)C)C(C)C. Product: [C:1]1([C:7]2([CH2:12][CH:13]=[O:14])[O:11][CH2:10][CH2:9][O:8]2)[CH:2]=[CH:3][CH:4]=[CH:5][CH:6]=1. The catalyst class is: 11. (2) Reactant: C(O)(C(F)(F)F)=O.[CH2:8]([O:44][CH:45]1[C@H:49]2[C@H:50](OC3CCCCO3)[N:51](C(OC(C)(C)C)=O)[C:52]3[CH:59]=[CH:58][C:57]([O:60][CH3:61])=[CH:56][C:53]=3[C:54](=[O:55])[N:48]2[CH2:47][CH2:46]1)[CH2:9][CH2:10][CH2:11][O:12][CH:13]1[C@H:17]2[C@H:18](OC3CCCCO3)[N:19](C(OC(C)(C)C)=O)[C:20]3[CH:27]=[CH:26][C:25]([O:28][CH3:29])=[CH:24][C:21]=3[C:22](=[O:23])[N:16]2[CH2:15][CH2:14]1.C([O-])(O)=O.[Na+]. Product: [CH2:8]([O:44][CH:45]1[C@@H:49]2[CH:50]=[N:51][C:52]3[CH:59]=[CH:58][C:57]([O:60][CH3:61])=[CH:56][C:53]=3[C:54](=[O:55])[N:48]2[CH2:47][CH2:46]1)[CH2:9][CH2:10][CH2:11][O:12][CH:13]1[C@@H:17]2[CH:18]=[N:19][C:20]3[CH:27]=[CH:26][C:25]([O:28][CH3:29])=[CH:24][C:21]=3[C:22](=[O:23])[N:16]2[CH2:15][CH2:14]1. The catalyst class is: 254.